Dataset: Forward reaction prediction with 1.9M reactions from USPTO patents (1976-2016). Task: Predict the product of the given reaction. (1) The product is: [NH2:21][CH:5]([C:4]1[CH:7]=[CH:8][CH:9]=[C:2]([Br:1])[CH:3]=1)[CH2:11][C:10]([OH:16])=[O:15]. Given the reactants [Br:1][C:2]1[CH:3]=[C:4]([CH:7]=[CH:8][CH:9]=1)[CH:5]=O.[C:10]([OH:16])(=[O:15])[CH2:11]C(O)=O.C([O-])(=O)C.[NH4+:21], predict the reaction product. (2) Given the reactants O.Cl(O)(=O)(=O)=O.[CH2:7]([N:14]1[CH2:22][CH2:21][C:17]2([C:19](=[O:20])C2)[CH2:16][CH2:15]1)[C:8]1[CH:13]=[CH:12][CH:11]=[CH:10][CH:9]=1.C(=O)([O-])[O-:24].[Na+].[Na+], predict the reaction product. The product is: [CH2:7]([N:14]1[CH2:22][CH2:21][C:17]([CH2:19][OH:20])([OH:24])[CH2:16][CH2:15]1)[C:8]1[CH:13]=[CH:12][CH:11]=[CH:10][CH:9]=1. (3) Given the reactants Br[C:2]1[CH:7]=[CH:6][C:5]([S:8]([NH:11][C:12]2[CH:17]=[CH:16][C:15]([Cl:18])=[CH:14][C:13]=2[N:19]2[C:27]3[C:22](=[N:23][CH:24]=[CH:25][CH:26]=3)[N:21]=[N:20]2)(=[O:10])=[O:9])=[CH:4][C:3]=1[F:28].[NH:29]1[CH2:34][CH2:33][O:32][CH2:31][CH2:30]1.O.[O-]P([O-])([O-])=O.[K+].[K+].[K+], predict the reaction product. The product is: [Cl:18][C:15]1[CH:16]=[CH:17][C:12]([NH:11][S:8]([C:5]2[CH:6]=[CH:7][C:2]([N:29]3[CH2:34][CH2:33][O:32][CH2:31][CH2:30]3)=[C:3]([F:28])[CH:4]=2)(=[O:10])=[O:9])=[C:13]([N:19]2[C:27]3[C:22](=[N:23][CH:24]=[CH:25][CH:26]=3)[N:21]=[N:20]2)[CH:14]=1. (4) Given the reactants [CH3:1][O:2][C:3](=[O:29])[C:4]1[CH:9]=[CH:8][C:7]([CH2:10][N:11]([CH2:22][C:23]2[CH:28]=[CH:27][CH:26]=[CH:25][CH:24]=2)[S:12]([C:15]2[CH:20]=[CH:19][C:18](Cl)=[CH:17][CH:16]=2)(=[O:14])=[O:13])=[CH:6][CH:5]=1.Cl.C(NCC1C=C[C:43]([C:44](OC)=[O:45])=CC=1)C1C=CC=CC=1.C(OC1C=CC(S(Cl)(=O)=O)=CC=1)C, predict the reaction product. The product is: [CH2:22]([N:11]([CH2:10][C:7]1[CH:8]=[CH:9][C:4]([C:3]([O:2][CH3:1])=[O:29])=[CH:5][CH:6]=1)[S:12]([C:15]1[CH:20]=[CH:19][C:18]([O:45][CH2:44][CH3:43])=[CH:17][CH:16]=1)(=[O:14])=[O:13])[C:23]1[CH:28]=[CH:27][CH:26]=[CH:25][CH:24]=1. (5) Given the reactants [C:1]([O:5][C:6]([O:8][Si](C(C)(C)C)(C)C)=[CH2:7])([CH3:4])([CH3:3])[CH3:2].[CH2:16]([N:23]([CH3:35])[C@@H:24]([CH:30]1[CH2:34][CH2:33][CH2:32][CH2:31]1)[CH:25](OC)[O:26][CH3:27])[C:17]1[CH:22]=[CH:21][CH:20]=[CH:19][CH:18]=1.B(F)(F)F.CCOCC, predict the reaction product. The product is: [C:1]([O:5][C:6](=[O:7])[CH2:8][C@@H:25]([O:26][CH3:27])[C@@H:24]([N:23]([CH2:16][C:17]1[CH:18]=[CH:19][CH:20]=[CH:21][CH:22]=1)[CH3:35])[CH:30]1[CH2:34][CH2:33][CH2:32][CH2:31]1)([CH3:2])([CH3:3])[CH3:4]. (6) Given the reactants C(Cl)CCl.C1C=CC2N(O)N=NC=2C=1.[NH2:15][CH2:16][C:17]1[C:18]([F:34])=[C:19]([O:24][C:25]2[CH:26]=[C:27]([CH:30]=[C:31]([Cl:33])[CH:32]=2)[C:28]#[N:29])[C:20]([Cl:23])=[CH:21][CH:22]=1.[CH3:35][C:36]([O:39][C:40]([N:42]([C:51]([O:53][C:54]([CH3:57])([CH3:56])[CH3:55])=[O:52])[C:43]1[NH:44][CH:45]=[C:46]([C:48](O)=[O:49])[N:47]=1)=[O:41])([CH3:38])[CH3:37].C(=O)(O)[O-].[Na+], predict the reaction product. The product is: [Cl:23][C:20]1[CH:21]=[CH:22][C:17]([CH2:16][NH:15][C:48]([C:46]2[N:47]=[C:43]([N:42]([C:51]([O:53][C:54]([CH3:57])([CH3:56])[CH3:55])=[O:52])[C:40]([O:39][C:36]([CH3:37])([CH3:38])[CH3:35])=[O:41])[NH:44][CH:45]=2)=[O:49])=[C:18]([F:34])[C:19]=1[O:24][C:25]1[CH:26]=[C:27]([C:28]#[N:29])[CH:30]=[C:31]([Cl:33])[CH:32]=1.